From a dataset of Catalyst prediction with 721,799 reactions and 888 catalyst types from USPTO. Predict which catalyst facilitates the given reaction. (1) Reactant: [OH:1][C:2]1[CH:9]=[CH:8][C:7]([S:10][CH3:11])=[CH:6][C:3]=1[CH:4]=O.[CH3:12][C:13]1[CH:22]=[CH:21][C:16]([C:17]([O:19][CH3:20])=[O:18])=[CH:15][N:14]=1.[C:23](O)(=[O:25])[CH3:24].O. Product: [C:23]([O:1][C:2]1[CH:9]=[CH:8][C:7]([S:10][CH3:11])=[CH:6][C:3]=1/[CH:4]=[CH:12]/[C:13]1[CH:22]=[CH:21][C:16]([C:17]([O:19][CH3:20])=[O:18])=[CH:15][N:14]=1)(=[O:25])[CH3:24]. The catalyst class is: 152. (2) Reactant: O=[C:2]1[NH:7][CH:6]=[N:5][C:4]2[C:8]([CH:11]3[CH2:16][CH2:15][N:14]([C:17]([O:19][C:20]([CH3:23])([CH3:22])[CH3:21])=[O:18])[CH2:13][CH2:12]3)=[CH:9][NH:10][C:3]1=2.C(OC(OC(C)(C)C)=O)(OC(C)(C)C)=O.P(Cl)(Cl)([Cl:41])=O. Product: [Cl:41][C:2]1[C:3]2[NH:10][CH:9]=[C:8]([CH:11]3[CH2:16][CH2:15][N:14]([C:17]([O:19][C:20]([CH3:23])([CH3:22])[CH3:21])=[O:18])[CH2:13][CH2:12]3)[C:4]=2[N:5]=[CH:6][N:7]=1. The catalyst class is: 6.